From a dataset of Forward reaction prediction with 1.9M reactions from USPTO patents (1976-2016). Predict the product of the given reaction. (1) Given the reactants [CH:1]1([C:7]2[C:8]3[CH:9]=[CH:10][C:11]([C:27]([O:29][CH3:30])=[O:28])=[CH:12][C:13]=3[N:14]3[C:21]=2[C:20]2[CH:22]=[CH:23][CH:24]=[CH:25][C:19]=2[O:18][CH2:17][C@@H:16]([OH:26])[CH2:15]3)[CH2:6][CH2:5][CH2:4][CH2:3][CH2:2]1.CC(OI1(OC(C)=O)(OC(C)=O)OC(=O)C2C=CC=CC1=2)=O, predict the reaction product. The product is: [CH:1]1([C:7]2[C:8]3[CH:9]=[CH:10][C:11]([C:27]([O:29][CH3:30])=[O:28])=[CH:12][C:13]=3[N:14]3[C:21]=2[C:20]2[CH:22]=[CH:23][CH:24]=[CH:25][C:19]=2[O:18][CH2:17][C:16](=[O:26])[CH2:15]3)[CH2:2][CH2:3][CH2:4][CH2:5][CH2:6]1. (2) Given the reactants [S-:1][C:2]#[N:3].[NH4+].[C:5](Cl)(=[O:12])[C:6]1[CH:11]=[CH:10][CH:9]=[CH:8][CH:7]=1.[Br:14][C:15]1[CH:16]=[C:17]([CH:19]=[C:20]([I:22])[CH:21]=1)[NH2:18].O, predict the reaction product. The product is: [C:5]([NH:3][C:2]([NH:18][C:17]1[CH:19]=[C:20]([I:22])[CH:21]=[C:15]([Br:14])[CH:16]=1)=[S:1])(=[O:12])[C:6]1[CH:11]=[CH:10][CH:9]=[CH:8][CH:7]=1. (3) Given the reactants [N:1]1([C:7]([N:9]2[CH2:14][CH:13]([C:15]3[CH:20]=[CH:19][C:18]([O:21][C:22]([F:25])([F:24])[F:23])=[CH:17][CH:16]=3)[CH2:12][CH:11]([C:26]([OH:28])=O)[CH2:10]2)=[O:8])[CH2:6][CH2:5][O:4][CH2:3][CH2:2]1.[Cl:29][C:30]1[CH:35]=[CH:34][CH:33]=[CH:32][C:31]=1[C:36](=[NH:39])[NH:37]O, predict the reaction product. The product is: [Cl:29][C:30]1[CH:35]=[CH:34][CH:33]=[CH:32][C:31]=1[C:36]1[N:39]=[C:26]([CH:11]2[CH2:12][CH:13]([C:15]3[CH:20]=[CH:19][C:18]([O:21][C:22]([F:23])([F:25])[F:24])=[CH:17][CH:16]=3)[CH2:14][N:9]([C:7]([N:1]3[CH2:6][CH2:5][O:4][CH2:3][CH2:2]3)=[O:8])[CH2:10]2)[O:28][N:37]=1.